Predict the reaction yield, written as a fraction of the theoretical maximum amount of product (1.0 means a 100% yield; for example, 0.34 means a 34% yield). From a dataset of Reaction yield outcomes from USPTO patents with 853,638 reactions. No catalyst specified. The yield is 1.00. The reactants are Cl[C:2]1[CH:3]=[CH:4][N:5]2[C:10]([C:11]=1[CH3:12])=[C:9]([CH:13]1[CH2:15][CH2:14]1)[CH:8]=[C:7]([C:16]([O:18][CH3:19])=[O:17])[C:6]2=[O:20].CC1(C)C(C)(C)OB([C:29]2[CH:30]=[CH:31][C:32]([NH2:35])=[N:33][CH:34]=2)O1. The product is [NH2:35][C:32]1[N:33]=[CH:34][C:29]([C:2]2[CH:3]=[CH:4][N:5]3[C:10]([C:11]=2[CH3:12])=[C:9]([CH:13]2[CH2:15][CH2:14]2)[CH:8]=[C:7]([C:16]([O:18][CH3:19])=[O:17])[C:6]3=[O:20])=[CH:30][CH:31]=1.